Dataset: HIV replication inhibition screening data with 41,000+ compounds from the AIDS Antiviral Screen. Task: Binary Classification. Given a drug SMILES string, predict its activity (active/inactive) in a high-throughput screening assay against a specified biological target. (1) The result is 0 (inactive). The compound is COc1ccc(Cl)c([Bi](c2cc(OC)ccc2Cl)c2cc(OC)ccc2Cl)c1. (2) The molecule is Cc1csc(NC=C2C(=O)Oc3ccccc3C2=O)n1.Cl. The result is 0 (inactive). (3) The drug is CCOC(=O)C(=Cc1ccc(OC)cc1)C(=O)c1ccccc1. The result is 0 (inactive). (4) The drug is COc1nc(=O)n(C2CC(F)C(CO)O2)cc1C. The result is 1 (active).